Predict the reaction yield, written as a fraction of the theoretical maximum amount of product (1.0 means a 100% yield; for example, 0.34 means a 34% yield). From a dataset of Reaction yield outcomes from USPTO patents with 853,638 reactions. (1) The reactants are [CH3:1][N:2]1[CH:6]=[N:5][CH:4]=[N:3]1.[C:7](Cl)(=[O:14])[C:8]1[CH:13]=[CH:12][CH:11]=[CH:10][CH:9]=1. The catalyst is CC#N. The product is [CH3:1][N:2]1[C:6]([C:7]([C:8]2[CH:13]=[CH:12][CH:11]=[CH:10][CH:9]=2)=[O:14])=[N:5][CH:4]=[N:3]1. The yield is 0.580. (2) The reactants are [CH2:1]([N:3]([CH2:24][CH3:25])[C:4](=[O:23])[C:5]1[CH:10]=[CH:9][C:8]([CH:11]([OH:22])[C:12]2[CH:13]=[CH:14][CH:15]=[C:16]3[C:21]=2[N:20]=[CH:19][CH:18]=[CH:17]3)=[CH:7][CH:6]=1)[CH3:2].[Cr](O[Cr]([O-])(=O)=O)([O-])(=O)=O.[NH+]1C=CC=CC=1.[NH+]1C=CC=CC=1. The catalyst is C(Cl)Cl.CCCCCCC. The product is [CH2:24]([N:3]([CH2:1][CH3:2])[C:4](=[O:23])[C:5]1[CH:6]=[CH:7][C:8]([C:11]([C:12]2[CH:13]=[CH:14][CH:15]=[C:16]3[C:21]=2[N:20]=[CH:19][CH:18]=[CH:17]3)=[O:22])=[CH:9][CH:10]=1)[CH3:25]. The yield is 0.600.